Dataset: Forward reaction prediction with 1.9M reactions from USPTO patents (1976-2016). Task: Predict the product of the given reaction. Given the reactants [Cl:1][C:2]1[N:3]=[C:4]([C:9]([NH:11][C@@H:12]2[CH2:17][CH2:16][N:15]([C:18](OC(C)(C)C)=O)[CH2:14][C@H:13]2[F:25])=[O:10])[NH:5][C:6]=1[CH2:7][CH3:8].Cl.O1CCOCC1.BrC1[S:35][C:36]([C:40]([O:42][CH2:43][CH3:44])=[O:41])=[C:37]([CH3:39])[N:38]=1.C(=O)([O-])[O-].[Na+].[Na+], predict the reaction product. The product is: [Cl:1][C:2]1[N:3]=[C:4]([C:9]([NH:11][C@@H:12]2[CH2:17][CH2:16][N:15]([C:18]3[S:35][C:36]([C:40]([O:42][CH2:43][CH3:44])=[O:41])=[C:37]([CH3:39])[N:38]=3)[CH2:14][C@H:13]2[F:25])=[O:10])[NH:5][C:6]=1[CH2:7][CH3:8].